Dataset: Forward reaction prediction with 1.9M reactions from USPTO patents (1976-2016). Task: Predict the product of the given reaction. (1) Given the reactants [F:1][C:2]1[C:7]([O:8][CH:9]2[CH2:14][CH2:13][N:12]([CH3:15])[CH2:11][CH2:10]2)=[CH:6][CH:5]=[CH:4][C:3]=1[NH2:16].[F:17][C:18]1[CH:26]=[C:25]([F:27])[CH:24]=[CH:23][C:19]=1[C:20]([Cl:22])=[O:21], predict the reaction product. The product is: [ClH:22].[F:17][C:18]1[CH:26]=[C:25]([F:27])[CH:24]=[CH:23][C:19]=1[C:20]([NH:16][C:3]1[CH:4]=[CH:5][CH:6]=[C:7]([O:8][CH:9]2[CH2:14][CH2:13][N:12]([CH3:15])[CH2:11][CH2:10]2)[C:2]=1[F:1])=[O:21]. (2) Given the reactants C(=O)([O-])[O-].[Cs+].[Cs+].Cl.Cl.[NH:9]1[CH2:12][CH:11]([C:13]2[NH:17][C:16]3[CH:18]=[CH:19][C:20]([Cl:22])=[CH:21][C:15]=3[N:14]=2)[CH2:10]1.Cl[C:24]1[C:29]([O:30][CH:31]2[CH2:36][CH2:35][O:34][CH2:33][CH2:32]2)=[N:28][CH:27]=[CH:26][N:25]=1, predict the reaction product. The product is: [Cl:22][C:20]1[CH:19]=[CH:18][C:16]2[NH:17][C:13]([CH:11]3[CH2:12][N:9]([C:24]4[C:29]([O:30][CH:31]5[CH2:36][CH2:35][O:34][CH2:33][CH2:32]5)=[N:28][CH:27]=[CH:26][N:25]=4)[CH2:10]3)=[N:14][C:15]=2[CH:21]=1. (3) Given the reactants [F:1][C:2]1[CH:9]=[CH:8][C:5]([CH2:6]Cl)=[CH:4][CH:3]=1.[N:10]1([C:15]2[CH:16]=[C:17]([C:21]3[N:26]=[C:25]([N:27]4[CH2:32][CH2:31][CH:30]([CH2:33][NH:34][C:35](=[O:45])[C:36]5[CH:41]=[C:40]([O:42][CH3:43])[CH:39]=[C:38]([OH:44])[CH:37]=5)[CH2:29][CH2:28]4)[CH:24]=[CH:23][N:22]=3)[CH:18]=[CH:19][CH:20]=2)[CH:14]=[CH:13][CH:12]=[N:11]1.C(=O)([O-])[O-].[Cs+].[Cs+], predict the reaction product. The product is: [N:10]1([C:15]2[CH:16]=[C:17]([C:21]3[N:26]=[C:25]([N:27]4[CH2:28][CH2:29][CH:30]([CH2:33][NH:34][C:35](=[O:45])[C:36]5[CH:41]=[C:40]([O:42][CH3:43])[CH:39]=[C:38]([O:44][CH2:6][C:5]6[CH:8]=[CH:9][C:2]([F:1])=[CH:3][CH:4]=6)[CH:37]=5)[CH2:31][CH2:32]4)[CH:24]=[CH:23][N:22]=3)[CH:18]=[CH:19][CH:20]=2)[CH:14]=[CH:13][CH:12]=[N:11]1. (4) Given the reactants [C:1]1([C@H:7]([NH:10][C:11]([C:13]2[CH:14]=[C:15]([C:22](O)=[O:23])[N:16]3[CH2:21][CH2:20][O:19][CH2:18][C:17]=23)=[O:12])[CH2:8][CH3:9])[CH:6]=[CH:5][CH:4]=[CH:3][CH:2]=1.ON1C2C=CC=CC=2N=N1.Cl.C(N=C=NCCCN(C)C)C.Cl.[CH3:48][O:49][C:50]([C@H:52]1[CH2:56][CH2:55][CH2:54][NH:53]1)=[O:51].C(N(CC)CC)C, predict the reaction product. The product is: [CH3:48][O:49][C:50]([C@H:52]1[CH2:56][CH2:55][CH2:54][N:53]1[C:22]([C:15]1[N:16]2[C:17]([CH2:18][O:19][CH2:20][CH2:21]2)=[C:13]([C:11](=[O:12])[NH:10][C@@H:7]([C:1]2[CH:6]=[CH:5][CH:4]=[CH:3][CH:2]=2)[CH2:8][CH3:9])[CH:14]=1)=[O:23])=[O:51]. (5) The product is: [CH2:1]([O:3][C:4](=[O:18])[CH2:5][CH:6]1[O:10][B:9]([OH:11])[C:8]2[CH:12]=[C:13]([O:17][C:26]3[CH:31]=[N:30][CH:29]=[CH:28][N:27]=3)[CH:14]=[C:15]([F:16])[C:7]1=2)[CH3:2]. Given the reactants [CH2:1]([O:3][C:4](=[O:18])[CH2:5][CH:6]1[O:10][B:9]([OH:11])[C:8]2[CH:12]=[C:13]([OH:17])[CH:14]=[C:15]([F:16])[C:7]1=2)[CH3:2].C(=O)([O-])[O-].[Cs+].[Cs+].Cl[C:26]1[CH:31]=[N:30][CH:29]=[CH:28][N:27]=1, predict the reaction product. (6) Given the reactants Br[CH2:2][C:3]1[N:8]([CH2:9][CH2:10][C:11]2[CH:23]=[CH:22][C:14]([C:15]([O:17][C:18]([CH3:21])([CH3:20])[CH3:19])=[O:16])=[CH:13][CH:12]=2)[C:7](=[O:24])[C:6]([Cl:25])=[CH:5][C:4]=1[Cl:26].[C:27]([O-:30])(=[O:29])[CH3:28].[Na+].[Cl-].[NH4+].C(OCC)(=O)C, predict the reaction product. The product is: [C:27]([O:30][CH2:2][C:3]1[N:8]([CH2:9][CH2:10][C:11]2[CH:23]=[CH:22][C:14]([C:15]([O:17][C:18]([CH3:21])([CH3:20])[CH3:19])=[O:16])=[CH:13][CH:12]=2)[C:7](=[O:24])[C:6]([Cl:25])=[CH:5][C:4]=1[Cl:26])(=[O:29])[CH3:28].